Dataset: Full USPTO retrosynthesis dataset with 1.9M reactions from patents (1976-2016). Task: Predict the reactants needed to synthesize the given product. (1) Given the product [C:33]([C:30]1([NH:29][C:12](=[O:13])[C@@H:11]([NH:15][C@@H:16]([C:21]2[CH:22]=[CH:23][C:24]([F:27])=[CH:25][CH:26]=2)[C:17]([F:19])([F:18])[F:20])[CH2:10][S:70]([CH2:2][C:3]2[CH:7]=[C:6]([CH3:8])[O:5][N:4]=2)(=[O:72])=[O:69])[CH2:32][CH2:31]1)#[N:34], predict the reactants needed to synthesize it. The reactants are: Br[CH2:2][C:3]1[CH:7]=[C:6]([CH3:8])[O:5][N:4]=1.S[CH2:10][C@H:11]([NH:15][C@@H:16]([C:21]1[CH:26]=[CH:25][C:24]([F:27])=[CH:23][CH:22]=1)[C:17]([F:20])([F:19])[F:18])[C:12](O)=[O:13].Cl.[NH2:29][C:30]1([C:33]#[N:34])[CH2:32][CH2:31]1.CCN(C(C)C)C(C)C.CN(C(ON1N=NC2C=CC=NC1=2)=[N+](C)C)C.F[P-](F)(F)(F)(F)F.O[O:69][S:70]([O-:72])=O.[K+]. (2) Given the product [F:1][C:2]1[CH:7]=[CH:6][C:5]([N:8]2[C:13](=[O:14])[C:12]([O:15][CH2:16][CH:17]([CH3:19])[CH3:18])=[C:11]([C:20]3[CH:25]=[CH:24][C:23]([S:26]([NH2:30])(=[O:28])=[O:27])=[CH:22][CH:21]=3)[CH:10]=[N:9]2)=[CH:4][CH:3]=1, predict the reactants needed to synthesize it. The reactants are: [F:1][C:2]1[CH:7]=[CH:6][C:5]([N:8]2[C:13](=[O:14])[C:12]([O:15][CH2:16][CH:17]([CH3:19])[CH3:18])=[C:11]([C:20]3[CH:25]=[CH:24][C:23]([S:26](C)(=[O:28])=[O:27])=[CH:22][CH:21]=3)[CH:10]=[N:9]2)=[CH:4][CH:3]=1.[NH3:30]. (3) Given the product [N+:23]([C:19]1[CH:18]=[C:17]([C:15]2[C:16]3[C:8]([C:6]([NH:5][CH:3]([CH3:4])[CH:2]=[O:1])=[O:7])=[CH:9][N:10]([CH2:26][O:27][CH2:28][CH2:29][Si:30]([CH3:31])([CH3:33])[CH3:32])[C:11]=3[N:12]=[CH:13][N:14]=2)[CH:22]=[CH:21][CH:20]=1)([O-:25])=[O:24], predict the reactants needed to synthesize it. The reactants are: [OH:1][CH2:2][CH:3]([NH:5][C:6]([C:8]1[C:16]2[C:15]([C:17]3[CH:22]=[CH:21][CH:20]=[C:19]([N+:23]([O-:25])=[O:24])[CH:18]=3)=[N:14][CH:13]=[N:12][C:11]=2[N:10]([CH2:26][O:27][CH2:28][CH2:29][Si:30]([CH3:33])([CH3:32])[CH3:31])[CH:9]=1)=[O:7])[CH3:4]. (4) Given the product [CH:35]1([C:27]([OH:34])([C:28]2[CH:29]=[CH:30][CH:31]=[CH:32][CH:33]=2)[C:25]2[O:26][C:22]([CH2:21][N:19]([CH3:20])[CH2:18][CH2:17][CH2:16][CH2:15][CH2:14][CH2:13][CH2:12][CH2:11][CH2:10][NH:9][CH2:8][C@@H:7]([C:41]3[CH:50]=[CH:49][C:48]([OH:51])=[C:47]4[C:42]=3[CH:43]=[CH:44][C:45](=[O:52])[NH:46]4)[OH:6])=[CH:23][N:24]=2)[CH2:36][CH2:37][CH2:38][CH2:39][CH2:40]1, predict the reactants needed to synthesize it. The reactants are: C([Si](C)(C)[O:6][C@H:7]([C:41]1[CH:50]=[CH:49][C:48]([OH:51])=[C:47]2[C:42]=1[CH:43]=[CH:44][C:45](=[O:52])[NH:46]2)[CH2:8][NH:9][CH2:10][CH2:11][CH2:12][CH2:13][CH2:14][CH2:15][CH2:16][CH2:17][CH2:18][N:19]([CH2:21][C:22]1[O:26][C:25]([C:27]([CH:35]2[CH2:40][CH2:39][CH2:38][CH2:37][CH2:36]2)([OH:34])[C:28]2[CH:33]=[CH:32][CH:31]=[CH:30][CH:29]=2)=[N:24][CH:23]=1)[CH3:20])(C)(C)C.F.F.F.C(N(CC)CC)C.C([O-])(O)=O.[Na+]. (5) The reactants are: C(NCC(O)=O)(OC[C:5]1[CH:10]=[CH:9]C=[CH:7][CH:6]=1)=O.C([N:19]([CH:22]([CH3:24])C)[CH2:20][CH3:21])(C)C.C[CH2:26][N:27]=[C:28]=NCCCN(C)C.Cl.C1C=NC2N([OH:46])N=NC=2C=1.Cl.CNC. Given the product [CH2:22]([NH:19][CH2:20][C:21]([N:27]([CH3:28])[CH3:26])=[O:46])[C:24]1[CH:9]=[CH:10][CH:5]=[CH:6][CH:7]=1, predict the reactants needed to synthesize it. (6) Given the product [N:19]1([S:16]([N:13]2[CH2:12][CH2:11][N:10]([C:8]3[CH:7]=[CH:6][N:5]=[C:4]([CH2:3][OH:2])[N:9]=3)[CH2:15][CH2:14]2)(=[O:18])=[O:17])[CH2:20][CH2:21][CH2:22][CH2:23]1, predict the reactants needed to synthesize it. The reactants are: C[O:2][CH2:3][C:4]1[N:9]=[C:8]([N:10]2[CH2:15][CH2:14][N:13]([S:16]([N:19]3[CH2:23][CH2:22][CH2:21][CH2:20]3)(=[O:18])=[O:17])[CH2:12][CH2:11]2)[CH:7]=[CH:6][N:5]=1.B(Br)(Br)Br.